Dataset: CYP1A2 inhibition data for predicting drug metabolism from PubChem BioAssay. Task: Regression/Classification. Given a drug SMILES string, predict its absorption, distribution, metabolism, or excretion properties. Task type varies by dataset: regression for continuous measurements (e.g., permeability, clearance, half-life) or binary classification for categorical outcomes (e.g., BBB penetration, CYP inhibition). Dataset: cyp1a2_veith. (1) The result is 0 (non-inhibitor). The molecule is CCCNc1ncnc2[nH]ncc12. (2) The drug is Cc1ccc(CS(=O)(=O)Cc2ccc(C(=O)NCC3CCCO3)o2)cc1. The result is 0 (non-inhibitor). (3) The drug is Cc1nc(-c2c(C(F)(F)F)noc2-c2ccc(O)cc2O)cs1. The result is 1 (inhibitor).